From a dataset of Forward reaction prediction with 1.9M reactions from USPTO patents (1976-2016). Predict the product of the given reaction. (1) Given the reactants [F:1][C:2]1(F)[C:11]2[C:6](=[CH:7][C:8]([C@H:12]3[CH2:17][CH2:16][C@H:15]([CH2:18][CH2:19][CH3:20])[CH2:14][CH2:13]3)=[CH:9][CH:10]=2)[CH:5]=[CH:4][C:3]1(F)[F:21].FC1(F)C2C(=CC([C@H]3CC[C@H](CCC)CC3)=CC=2)C(F)=CC1F.[NH4+].[OH-].N, predict the reaction product. The product is: [F:1][C:2]1[C:11]2[C:6](=[CH:7][C:8]([C@H:12]3[CH2:13][CH2:14][C@H:15]([CH2:18][CH2:19][CH3:20])[CH2:16][CH2:17]3)=[CH:9][CH:10]=2)[CH:5]=[CH:4][C:3]=1[F:21]. (2) Given the reactants NC(N)=O.OO.C([O-])(O)=O.[Na+].[CH2:12]([O:14][C:15](=[O:32])[CH:16]([N:18]1[C:23]2[CH:24]=[C:25](C(=O)C)[CH:26]=[CH:27][C:22]=2[O:21][CH2:20][C:19]1=[O:31])[CH3:17])[CH3:13].[C:33]([O:39]C(C(F)(F)F)=O)([C:35](F)(F)F)=[O:34], predict the reaction product. The product is: [CH2:12]([O:14][C:15](=[O:32])[CH:16]([N:18]1[C:23]2[CH:24]=[C:25]([O:39][C:33](=[O:34])[CH3:35])[CH:26]=[CH:27][C:22]=2[O:21][CH2:20][C:19]1=[O:31])[CH3:17])[CH3:13]. (3) Given the reactants [Cl:1][C:2]1[C:3]2[CH2:12][CH2:11][N:10]([C:13]([O:15][C:16]([CH3:19])([CH3:18])[CH3:17])=[O:14])[CH2:9][C:4]=2[N:5]=[C:6]([CH3:8])[N:7]=1.[CH2:20]1C(C(N)=N)[CH2:21]1.Cl.Cl.C(N)(=N)C.OC1C2CCN(C(OC(C)(C)C)=O)CC=2N=C(C)N=1, predict the reaction product. The product is: [Cl:1][C:2]1[C:3]2[CH2:12][CH2:11][N:10]([C:13]([O:15][C:16]([CH3:19])([CH3:18])[CH3:17])=[O:14])[CH2:9][C:4]=2[N:5]=[C:6]([CH:8]2[CH2:21][CH2:20]2)[N:7]=1. (4) Given the reactants [NH2:1][C:2]1[CH:3]=[C:4]([CH:8]=[CH:9][CH:10]=1)[C:5]([OH:7])=[O:6].[C:11](N1C=CN=C1)(N1C=CN=C1)=[S:12].C(N(CC)CC)C.Cl, predict the reaction product. The product is: [N:1]([C:2]1[CH:3]=[C:4]([CH:8]=[CH:9][CH:10]=1)[C:5]([OH:7])=[O:6])=[C:11]=[S:12]. (5) Given the reactants COC(=O)C1C=CC([CH:10]2C[N:12]([CH2:14][C:15]3[CH:20]=[CH:19][C:18]([C@@H:21]4[O:26][C:25]5[CH:27]=[CH:28][CH:29]=[CH:30][C:24]=5[O:23][CH2:22]4)=[CH:17][CH:16]=3)[CH2:11]2)=CC=1.N1[CH2:38][CH2:37][CH2:36][CH:35]([C:39]([OH:41])=[O:40])CC1, predict the reaction product. The product is: [O:26]1[C:25]2[CH:27]=[CH:28][CH:29]=[CH:30][C:24]=2[O:23][CH2:22][C@@H:21]1[C:18]1[CH:17]=[CH:16][C:15]([CH2:14][N:12]2[CH2:38][CH2:37][CH2:36][CH:35]([C:39]([OH:41])=[O:40])[CH2:10][CH2:11]2)=[CH:20][CH:19]=1. (6) Given the reactants COC1C=CC(C[N:8]2[C:17]3[C:12](=[CH:13][CH:14]=[CH:15][CH:16]=3)[C:11]([CH3:24])([C:18]3[CH:23]=[CH:22][CH:21]=[CH:20][CH:19]=3)[N:10]([CH3:25])[C:9]2=[O:26])=CC=1.O, predict the reaction product. The product is: [CH3:25][N:10]1[C:11]([CH3:24])([C:18]2[CH:19]=[CH:20][CH:21]=[CH:22][CH:23]=2)[C:12]2[C:17](=[CH:16][CH:15]=[CH:14][CH:13]=2)[NH:8][C:9]1=[O:26].